Predict the reactants needed to synthesize the given product. From a dataset of Full USPTO retrosynthesis dataset with 1.9M reactions from patents (1976-2016). Given the product [C:24]([N:20]1[C:15]2[CH:14]=[C:13]([C:10]3[S:11][CH:12]=[C:8]([C:4]4[CH:5]=[CH:6][CH:7]=[C:2]([Br:1])[CH:3]=4)[N:9]=3)[CH:23]=[CH:22][C:16]=2[O:17][CH2:18][C:19]1=[O:21])(=[O:26])[CH3:25], predict the reactants needed to synthesize it. The reactants are: [Br:1][C:2]1[CH:3]=[C:4]([C:8]2[N:9]=[C:10]([C:13]3[CH:23]=[CH:22][C:16]4[O:17][CH2:18][C:19](=[O:21])[NH:20][C:15]=4[CH:14]=3)[S:11][CH:12]=2)[CH:5]=[CH:6][CH:7]=1.[C:24](Cl)(=[O:26])[CH3:25].